From a dataset of Full USPTO retrosynthesis dataset with 1.9M reactions from patents (1976-2016). Predict the reactants needed to synthesize the given product. The reactants are: [N:1]([C:4]1[CH:12]=[CH:11][C:7]2[O:8][CH2:9][O:10][C:6]=2[CH:5]=1)=[C:2]=[O:3].[NH2:13][CH:14]([CH2:22][NH:23][C:24]1[C:29]([CH2:30][CH3:31])=[C:28]([N:32]2[CH2:37][CH2:36][CH:35]([C:38]3[CH:47]=[CH:46][C:45]4[CH2:44][CH2:43][CH2:42][NH:41][C:40]=4[N:39]=3)[CH2:34][CH2:33]2)[N:27]=[CH:26][N:25]=1)[C:15]([O:17][C:18]([CH3:21])([CH3:20])[CH3:19])=[O:16]. Given the product [O:8]1[C:7]2[CH:11]=[CH:12][C:4]([NH:1][C:2](=[O:3])[NH:13][CH:14]([CH2:22][NH:23][C:24]3[C:29]([CH2:30][CH3:31])=[C:28]([N:32]4[CH2:33][CH2:34][CH:35]([C:38]5[CH:47]=[CH:46][C:45]6[CH2:44][CH2:43][CH2:42][NH:41][C:40]=6[N:39]=5)[CH2:36][CH2:37]4)[N:27]=[CH:26][N:25]=3)[C:15]([O:17][C:18]([CH3:19])([CH3:21])[CH3:20])=[O:16])=[CH:5][C:6]=2[O:10][CH2:9]1, predict the reactants needed to synthesize it.